This data is from Forward reaction prediction with 1.9M reactions from USPTO patents (1976-2016). The task is: Predict the product of the given reaction. (1) Given the reactants Cl.[Cl:2][C:3]1[CH:4]=[N+:5]([O-:35])[CH:6]=[C:7]([Cl:34])[C:8]=1[CH2:9][C@@H:10]([C:19]1[CH:24]=[CH:23][C:22]([O:25][CH:26]([F:28])[F:27])=[C:21]([O:29][CH2:30][CH:31]2[CH2:33][CH2:32]2)[CH:20]=1)[O:11][C:12]([C@H:14]1[NH:18][CH2:17][CH2:16][S:15]1)=[O:13].N1C=CC=CC=1.[OH:42][CH2:43][C:44]1[CH:45]=[C:46]([S:50](Cl)(=[O:52])=[O:51])[CH:47]=[CH:48][CH:49]=1, predict the reaction product. The product is: [Cl:2][C:3]1[CH:4]=[N+:5]([O-:35])[CH:6]=[C:7]([Cl:34])[C:8]=1[CH2:9][C@@H:10]([C:19]1[CH:24]=[CH:23][C:22]([O:25][CH:26]([F:28])[F:27])=[C:21]([O:29][CH2:30][CH:31]2[CH2:33][CH2:32]2)[CH:20]=1)[O:11][C:12]([C@H:14]1[N:18]([S:50]([C:46]2[CH:47]=[CH:48][CH:49]=[C:44]([CH2:43][OH:42])[CH:45]=2)(=[O:52])=[O:51])[CH2:17][CH2:16][S:15]1)=[O:13]. (2) Given the reactants [NH2:1][C:2]1[CH:7]=[N:6][C:5](Br)=[CH:4][N:3]=1.[CH:9]1([C:13]2[CH:18]=[CH:17][C:16](B(O)O)=[C:15]([F:22])[C:14]=2[O:23][CH3:24])[CH2:12][CH2:11][CH2:10]1.C([O-])([O-])=O.[K+].[K+], predict the reaction product. The product is: [CH:9]1([C:13]2[CH:18]=[CH:17][C:16]([C:5]3[N:6]=[CH:7][C:2]([NH2:1])=[N:3][CH:4]=3)=[C:15]([F:22])[C:14]=2[O:23][CH3:24])[CH2:10][CH2:11][CH2:12]1. (3) Given the reactants C(OC(=O)[NH:7][CH2:8][CH2:9][CH2:10][N:11]([CH:21]([C:24]1[N:25]([CH2:35][C:36]2[CH:41]=[CH:40][CH:39]=[C:38]([F:42])[CH:37]=2)[C:26](=[O:34])[C:27]2[C:32]([CH3:33])=[N:31][S:30][C:28]=2[N:29]=1)[CH2:22][CH3:23])[C:12](=[O:20])[C:13]1[CH:18]=[CH:17][C:16]([CH3:19])=[CH:15][CH:14]=1)(C)(C)C.[ClH:44], predict the reaction product. The product is: [ClH:44].[NH2:7][CH2:8][CH2:9][CH2:10][N:11]([CH:21]([C:24]1[N:25]([CH2:35][C:36]2[CH:41]=[CH:40][CH:39]=[C:38]([F:42])[CH:37]=2)[C:26](=[O:34])[C:27]2[C:32]([CH3:33])=[N:31][S:30][C:28]=2[N:29]=1)[CH2:22][CH3:23])[C:12](=[O:20])[C:13]1[CH:14]=[CH:15][C:16]([CH3:19])=[CH:17][CH:18]=1. (4) Given the reactants [CH2:1]([OH:13])[CH2:2][O:3][CH2:4][CH2:5][O:6][CH2:7][CH2:8][O:9][CH2:10][CH2:11][OH:12].[I-].[K+].[C:16]1(C)[CH:21]=[CH:20][C:19]([S:22](Cl)(=[O:24])=[O:23])=[CH:18][CH:17]=1.Cl[CH2:28]Cl, predict the reaction product. The product is: [C:18]1([CH3:28])[C:19]([S:22]([O:12][CH2:11][CH2:10][O:9][CH2:8][CH2:7][O:6][CH2:5][CH2:4][O:3][CH2:2][CH2:1][OH:13])(=[O:23])=[O:24])=[CH:20][CH:21]=[CH:16][CH:17]=1.